This data is from Peptide-MHC class I binding affinity with 185,985 pairs from IEDB/IMGT. The task is: Regression. Given a peptide amino acid sequence and an MHC pseudo amino acid sequence, predict their binding affinity value. This is MHC class I binding data. The peptide sequence is PASTNRQSGR. The MHC is HLA-A68:01 with pseudo-sequence HLA-A68:01. The binding affinity (normalized) is 0.0645.